From a dataset of Forward reaction prediction with 1.9M reactions from USPTO patents (1976-2016). Predict the product of the given reaction. (1) The product is: [O:4]1[C:5]2([CH2:6][CH2:7][N:8]([CH2:11][CH2:12][C:13]3[CH:22]=[C:21]4[C:16]([CH2:17][CH2:18][CH2:19][N:20]4[CH3:27])=[CH:15][C:14]=3[O:23][CH3:24])[CH2:9][CH2:10]2)[O:1][CH2:2][CH2:3]1. Given the reactants [O:1]1[C:5]2([CH2:10][CH2:9][N:8]([CH2:11][CH2:12][C:13]3[CH:22]=[C:21]4[C:16]([CH2:17][CH2:18][CH2:19][NH:20]4)=[CH:15][C:14]=3[O:23][CH3:24])[CH2:7][CH2:6]2)[O:4][CH2:3][CH2:2]1.C=O.[C:27]([BH3-])#N.[Na+].C(O)(=O)C, predict the reaction product. (2) The product is: [NH2:1][C:2]1[N:7]=[CH:6][C:5]([C:8]#[C:9][C:10]2[C:11]([CH2:26][CH3:27])=[N:12][CH:13]=[CH:14][C:15]=2[C:16]2[CH:24]=[CH:23][C:19]([C:20]([N:32]3[CH2:33][CH2:34][N:29]([CH3:28])[CH2:30][CH2:31]3)=[O:21])=[C:18]([Cl:25])[CH:17]=2)=[CH:4][CH:3]=1. Given the reactants [NH2:1][C:2]1[N:7]=[CH:6][C:5]([C:8]#[C:9][C:10]2[C:11]([CH2:26][CH3:27])=[N:12][CH:13]=[CH:14][C:15]=2[C:16]2[CH:24]=[CH:23][C:19]([C:20](O)=[O:21])=[C:18]([Cl:25])[CH:17]=2)=[CH:4][CH:3]=1.[CH3:28][N:29]1[CH2:34][CH2:33][NH:32][CH2:31][CH2:30]1.C(Cl)CCl.C1C=CC2N(O)N=NC=2C=1.CCN(C(C)C)C(C)C, predict the reaction product. (3) Given the reactants [CH2:1]([O:3][P:4]([CH2:9][CH2:10][CH2:11][N:12]1[C:21]2[C:16](=[N:17][CH:18]=[C:19]([CH2:22][C:23]3[CH:28]=[CH:27][C:26]([F:29])=[CH:25][CH:24]=3)[CH:20]=2)[C:15]([OH:30])=[C:14]([C:31]([O:33]CC)=O)[C:13]1=[O:36])([O:6][CH2:7][CH3:8])=[O:5])[CH3:2].[CH3:37][NH2:38], predict the reaction product. The product is: [CH2:7]([O:6][P:4]([CH2:9][CH2:10][CH2:11][N:12]1[C:21]2[C:16](=[N:17][CH:18]=[C:19]([CH2:22][C:23]3[CH:24]=[CH:25][C:26]([F:29])=[CH:27][CH:28]=3)[CH:20]=2)[C:15]([OH:30])=[C:14]([C:31]([NH:38][CH3:37])=[O:33])[C:13]1=[O:36])(=[O:5])[O:3][CH2:1][CH3:2])[CH3:8]. (4) Given the reactants [CH:1]1([N:4]([CH2:26][C:27]2[CH:32]=[C:31]([CH2:33][CH2:34][CH2:35][O:36][CH3:37])[CH:30]=[C:29]([O:38][CH2:39][CH2:40][O:41][CH3:42])[CH:28]=2)[C:5]([C@@H:7]2[C@@:12]([OH:18])([C:13]3[N:14]=[N:15][NH:16][CH:17]=3)[CH2:11][CH2:10][N:9](C(OC(C)(C)C)=O)[CH2:8]2)=[O:6])[CH2:3][CH2:2]1.Cl, predict the reaction product. The product is: [CH:1]1([N:4]([CH2:26][C:27]2[CH:32]=[C:31]([CH2:33][CH2:34][CH2:35][O:36][CH3:37])[CH:30]=[C:29]([O:38][CH2:39][CH2:40][O:41][CH3:42])[CH:28]=2)[C:5]([CH:7]2[C:12]([OH:18])([C:13]3[N:14]=[N:15][NH:16][CH:17]=3)[CH2:11][CH2:10][NH:9][CH2:8]2)=[O:6])[CH2:3][CH2:2]1. (5) Given the reactants C([NH:4][C:5]1[C:14]2[C:9](=[CH:10][CH:11]=[C:12](Cl)[CH:13]=2)[N:8]=[C:7]([NH:16][CH2:17][C:18]2[CH:23]=[CH:22][C:21]([F:24])=[CH:20][C:19]=2[O:25][CH3:26])[CH:6]=1)C=C.[CH2:27]([NH2:34])[C:28]1[CH:33]=[CH:32][CH:31]=[CH:30][CH:29]=1, predict the reaction product. The product is: [CH2:27]([NH:34][C:12]1[CH:13]=[C:14]2[C:9](=[CH:10][CH:11]=1)[N:8]=[C:7]([NH:16][CH2:17][C:18]1[CH:23]=[CH:22][C:21]([F:24])=[CH:20][C:19]=1[O:25][CH3:26])[CH:6]=[C:5]2[NH2:4])[C:28]1[CH:33]=[CH:32][CH:31]=[CH:30][CH:29]=1. (6) Given the reactants [CH3:1][C:2]1[C:7]([CH2:8][OH:9])=[CH:6][N:5]=[C:4]([CH3:10])[C:3]=1[OH:11].Cl.C(=O)([O-])[O-].[K+].[K+].[CH2:19](Cl)[C:20]1[CH:25]=[CH:24][CH:23]=[CH:22][CH:21]=1.O, predict the reaction product. The product is: [CH2:19]([O:11][C:3]1[C:2]([CH3:1])=[C:7]([CH2:8][OH:9])[CH:6]=[N:5][C:4]=1[CH3:10])[C:20]1[CH:25]=[CH:24][CH:23]=[CH:22][CH:21]=1. (7) Given the reactants [NH2:1][C@H:2]1[CH2:6][CH2:5][N:4]([C:7]2[N:15]=[C:14]3[C:10]([N:11]=[CH:12][N:13]3[CH:16]([CH3:18])[CH3:17])=[C:9]([NH:19][C:20]3[CH:25]=[CH:24][C:23]([N:26]4[CH2:31][CH2:30][N:29]([CH3:32])[CH2:28][CH2:27]4)=[CH:22][CH:21]=3)[N:8]=2)[CH2:3]1.CCN(C(C)C)C(C)C.[C:42](O)(=[O:45])[CH:43]=[CH2:44].CCCP(=O)=O.C([O-])([O-])=O.[Na+].[Na+], predict the reaction product. The product is: [CH:16]([N:13]1[CH:12]=[N:11][C:10]2[C:14]1=[N:15][C:7]([N:4]1[CH2:5][CH2:6][C@H:2]([NH:1][C:42](=[O:45])[CH:43]=[CH2:44])[CH2:3]1)=[N:8][C:9]=2[NH:19][C:20]1[CH:21]=[CH:22][C:23]([N:26]2[CH2:31][CH2:30][N:29]([CH3:32])[CH2:28][CH2:27]2)=[CH:24][CH:25]=1)([CH3:18])[CH3:17]. (8) Given the reactants [CH:1]([C:4]1[CH:28]=[CH:27][C:7]2[NH:8][C:9]3[CH:26]=[CH:25][CH:24]=[CH:23][C:10]=3[N:11]=[C:12]([N:13]3[CH2:18][CH2:17][NH:16][C@@H:15]([CH2:19][CH2:20][O:21][CH3:22])[CH2:14]3)[C:6]=2[CH:5]=1)([CH3:3])[CH3:2].C=O.[C:31](O[BH-](OC(=O)C)OC(=O)C)(=O)C.[Na+].C(=O)(O)[O-].[Na+].[Cl:50]CCCl, predict the reaction product. The product is: [ClH:50].[ClH:50].[CH:1]([C:4]1[CH:28]=[CH:27][C:7]2[NH:8][C:9]3[CH:26]=[CH:25][CH:24]=[CH:23][C:10]=3[N:11]=[C:12]([N:13]3[CH2:18][CH2:17][N:16]([CH3:31])[C@@H:15]([CH2:19][CH2:20][O:21][CH3:22])[CH2:14]3)[C:6]=2[CH:5]=1)([CH3:3])[CH3:2]. (9) Given the reactants C1C=CC(P(C2C(C3C(P(C4C=CC=CC=4)C4C=CC=CC=4)=CC=C4C=3C=CC=C4)=C3C(C=CC=C3)=CC=2)C2C=CC=CC=2)=CC=1.C([O-])([O-])=O.[Cs+].[Cs+].FC(F)(F)S(O[C:59]1[CH:64]=[C:63]([Cl:65])[C:62]([CH2:66][CH:67]2[CH2:71][CH2:70][N:69]([CH:72]3[CH2:77][CH2:76][CH2:75][CH2:74][CH2:73]3)[C:68]2=[O:78])=[C:61]([Cl:79])[CH:60]=1)(=O)=O.C(=[NH:95])(C1C=CC=CC=1)C1C=CC=CC=1.C([O-])(=O)C.[Na+].Cl.NO, predict the reaction product. The product is: [NH2:95][C:59]1[CH:64]=[C:63]([Cl:65])[C:62]([CH2:66][CH:67]2[CH2:71][CH2:70][N:69]([CH:72]3[CH2:77][CH2:76][CH2:75][CH2:74][CH2:73]3)[C:68]2=[O:78])=[C:61]([Cl:79])[CH:60]=1.